Dataset: Forward reaction prediction with 1.9M reactions from USPTO patents (1976-2016). Task: Predict the product of the given reaction. (1) Given the reactants [NH2:1][C:2]1[N:26]=[C:5]2[CH:6]=[CH:7][C:8]([O:10][C:11]3[CH:12]=[C:13]([NH:18][C:19](=[O:25])[O:20][C:21]([CH3:24])([CH3:23])[CH3:22])[CH:14]=[CH:15][C:16]=3[CH3:17])=[CH:9][N:4]2[N:3]=1.[CH:27]1([C:30](Cl)=[O:31])[CH2:29][CH2:28]1, predict the reaction product. The product is: [CH:27]1([C:30]([NH:1][C:2]2[N:26]=[C:5]3[CH:6]=[CH:7][C:8]([O:10][C:11]4[CH:12]=[C:13]([NH:18][C:19](=[O:25])[O:20][C:21]([CH3:23])([CH3:22])[CH3:24])[CH:14]=[CH:15][C:16]=4[CH3:17])=[CH:9][N:4]3[N:3]=2)=[O:31])[CH2:29][CH2:28]1. (2) Given the reactants [S:1]1[C:5]2[CH:6]=[CH:7][CH:8]=[CH:9][C:4]=2[C:3]([N:10]2[CH2:15][CH2:14][N:13]([CH2:16][CH2:17][C:18]3[CH:19]=[C:20]4[C:24](=[CH:25][CH:26]=3)[CH2:23][C@@H:22]([NH:27][C:28](=[O:30])[CH3:29])[CH2:21]4)[CH2:12][CH2:11]2)=[N:2]1.I[CH2:32]C, predict the reaction product. The product is: [S:1]1[C:5]2[CH:6]=[CH:7][CH:8]=[CH:9][C:4]=2[C:3]([N:10]2[CH2:15][CH2:14][N:13]([CH2:16][CH2:17][C:18]3[CH:19]=[C:20]4[C:24](=[CH:25][CH:26]=3)[CH2:23][C@@H:22]([N:27]([CH3:32])[C:28](=[O:30])[CH3:29])[CH2:21]4)[CH2:12][CH2:11]2)=[N:2]1.